This data is from Forward reaction prediction with 1.9M reactions from USPTO patents (1976-2016). The task is: Predict the product of the given reaction. (1) Given the reactants [H-].[Na+].[C:3]([CH2:5]P(=O)(OCC)OCC)#[N:4].[CH2:14]([NH:16][C:17]1[C:22]([CH:23]=O)=[CH:21][N:20]=[C:19]([NH:25][C:26]2[CH:31]=[CH:30][CH:29]=[CH:28][CH:27]=2)[N:18]=1)[CH3:15], predict the reaction product. The product is: [CH2:14]([NH:16][C:17]1[C:22]([CH:23]=[CH:5][C:3]#[N:4])=[CH:21][N:20]=[C:19]([NH:25][C:26]2[CH:31]=[CH:30][CH:29]=[CH:28][CH:27]=2)[N:18]=1)[CH3:15]. (2) Given the reactants C([N:8]1[CH:14]2[CH2:15][N:11]([CH2:12][CH2:13]2)[CH2:10][CH2:9]1)C1C=CC=CC=1.[ClH:16], predict the reaction product. The product is: [ClH:16].[ClH:16].[N:11]12[CH2:15][CH:14]([CH2:13][CH2:12]1)[NH:8][CH2:9][CH2:10]2. (3) Given the reactants Cl[C:2]1[NH:3][C:4](=[O:14])[C:5]2[C:10]([CH:11]=1)=[C:9]([F:12])[CH:8]=[C:7]([F:13])[CH:6]=2.[CH3:15][N:16]1[CH2:21][CH2:20][NH:19][CH2:18][CH2:17]1, predict the reaction product. The product is: [F:12][C:9]1[CH:8]=[C:7]([F:13])[CH:6]=[C:5]2[C:10]=1[CH:11]=[C:2]([N:19]1[CH2:20][CH2:21][N:16]([CH3:15])[CH2:17][CH2:18]1)[NH:3][C:4]2=[O:14]. (4) Given the reactants [NH:1]1[CH:5]=[CH:4][N:3]=[CH:2]1.[H-].[Na+].Cl[C:9]1[C:14]([I:15])=[CH:13][N:12]=[CH:11][N:10]=1, predict the reaction product. The product is: [N:1]1([C:9]2[C:14]([I:15])=[CH:13][N:12]=[CH:11][N:10]=2)[CH:5]=[CH:4][N:3]=[CH:2]1. (5) The product is: [Cl:10][C:8]1[CH:7]=[CH:6][CH:5]=[C:4]([CH:9]=1)[O:29][CH2:25][C:19]([C:12]1[CH:17]=[CH:16][CH:15]=[CH:14][CH:13]=1)=[O:22]. Given the reactants CC([C:4]1[CH:9]=[C:8]([Cl:10])[CH:7]=[CH:6][C:5]=1Cl)=O.[C:12]1(O)[CH:17]=[CH:16][CH:15]=[CH:14][CH:13]=1.[C:19](=[O:22])([O-])[O-].[K+].[K+].[C:25]([O:29]C)(C)(C)C, predict the reaction product. (6) Given the reactants [CH2:1]([O:3][C:4](=[O:16])[CH2:5][C@H:6]1[C:14]2[C:9](=[CH:10][C:11]([OH:15])=[CH:12][CH:13]=2)[CH2:8][CH2:7]1)[CH3:2].[CH3:17][C:18]1[O:22][C:21]([C:23]2[CH:28]=[CH:27][C:26]([CH3:29])=[CH:25][CH:24]=2)=[N:20][C:19]=1[CH2:30][CH2:31]O.CN(C(/N=N/C(N(C)C)=O)=O)C.C1C=CC(P(C2C=CC=CC=2)C2C=CC=CC=2)=CC=1, predict the reaction product. The product is: [CH3:17][C:18]1[O:22][C:21]([C:23]2[CH:28]=[CH:27][C:26]([CH3:29])=[CH:25][CH:24]=2)=[N:20][C:19]=1[CH2:30][CH2:31][O:15][C:11]1[CH:10]=[C:9]2[C:14](=[CH:13][CH:12]=1)[C@H:6]([CH2:5][C:4]([O:3][CH2:1][CH3:2])=[O:16])[CH2:7][CH2:8]2. (7) The product is: [O:4]1[CH2:21][CH:3]1[CH:5]1[CH2:10][CH2:9][N:8]([C:11]([O:13][CH2:14][C:15]2[CH:16]=[CH:17][CH:18]=[CH:19][CH:20]=2)=[O:12])[CH2:7][CH2:6]1. Given the reactants [H-].[Na+].[CH:3]([CH:5]1[CH2:10][CH2:9][N:8]([C:11]([O:13][CH2:14][C:15]2[CH:20]=[CH:19][CH:18]=[CH:17][CH:16]=2)=[O:12])[CH2:7][CH2:6]1)=[O:4].[CH3:21]S(C)=O, predict the reaction product. (8) Given the reactants [CH3:1][O:2][C:3]1[CH:8]=[CH:7][C:6]([F:9])=[CH:5][C:4]=1[CH:10]([OH:15])[CH2:11][CH2:12][CH:13]=[CH2:14].[Br:16]N1C(=O)CCC1=O, predict the reaction product. The product is: [Br:16][CH2:14][CH:13]1[CH2:12][CH2:11][CH:10]([C:4]2[CH:5]=[C:6]([F:9])[CH:7]=[CH:8][C:3]=2[O:2][CH3:1])[O:15]1. (9) Given the reactants C([O:3][CH:4](OCC)[C:5]1[S:9][CH:8]=[C:7]([CH:10]([N:14]2[CH:18]=[C:17]([C:19]3[C:20]4[CH:27]=[CH:26][N:25]([CH2:28][O:29][CH2:30][CH2:31][Si:32]([CH3:35])([CH3:34])[CH3:33])[C:21]=4[N:22]=[CH:23][N:24]=3)[CH:16]=[N:15]2)[CH2:11][C:12]#[N:13])[CH:6]=1)C.C1COCC1.Cl, predict the reaction product. The product is: [CH:4]([C:5]1[S:9][CH:8]=[C:7]([CH:10]([N:14]2[CH:18]=[C:17]([C:19]3[C:20]4[CH:27]=[CH:26][N:25]([CH2:28][O:29][CH2:30][CH2:31][Si:32]([CH3:33])([CH3:35])[CH3:34])[C:21]=4[N:22]=[CH:23][N:24]=3)[CH:16]=[N:15]2)[CH2:11][C:12]#[N:13])[CH:6]=1)=[O:3]. (10) Given the reactants Cl.[C:2]1(=[O:12])[C:6]2([CH2:11][CH2:10][NH:9][CH2:8][CH2:7]2)[CH2:5][CH2:4][NH:3]1.CCN(CC)CC.[CH3:20][C:21]1[C:29]2[CH2:28][O:27][C:26](=[O:30])[C:25]=2[CH:24]=[CH:23][C:22]=1[C@@H:31]1[CH2:33][O:32]1, predict the reaction product. The product is: [OH:32][C@H:31]([C:22]1[C:21]([CH3:20])=[C:29]2[C:25](=[CH:24][CH:23]=1)[C:26](=[O:30])[O:27][CH2:28]2)[CH2:33][N:9]1[CH2:10][CH2:11][C:6]2([C:2](=[O:12])[NH:3][CH2:4][CH2:5]2)[CH2:7][CH2:8]1.